Dataset: Full USPTO retrosynthesis dataset with 1.9M reactions from patents (1976-2016). Task: Predict the reactants needed to synthesize the given product. (1) Given the product [CH3:14][O:21][C:22]([NH:24][CH:25]([CH:30]1[CH2:33][O:32][CH2:31]1)[C:26]([O:28][CH3:29])=[O:27])=[O:23], predict the reactants needed to synthesize it. The reactants are: COC(NC(C1COC1)C(O)=O)=O.[CH2:14]([O:21][C:22]([NH:24][C:25](=[C:30]1[CH2:33][O:32][CH2:31]1)[C:26]([O:28][CH3:29])=[O:27])=[O:23])C1C=CC=CC=1.C(OC(OC)=O)(OC)=O.[H][H]. (2) Given the product [Br:17][C:6]1[CH:7]=[CH:8][N:9]=[C:10]2[C:5]=1[N:4]=[C:3]([O:2][CH3:1])[CH:12]=[C:11]2[O:13][CH3:14], predict the reactants needed to synthesize it. The reactants are: [CH3:1][O:2][C:3]1[N:4]=[C:5]2[C:10](=[C:11]([O:13][CH3:14])[CH:12]=1)[N:9]=[CH:8][CH:7]=[C:6]2O.P(Br)(Br)[Br:17].O.C(=O)([O-])O.[Na+]. (3) Given the product [N+:1]([C:4]1[CH:5]=[C:6]2[C:10](=[CH:11][CH:12]=1)[NH:9][CH:8]=[C:7]2[CH2:14][N:15]1[CH2:19][CH:18]([CH2:20][CH2:21][CH3:22])[CH2:17][C:16]1=[O:23])([O-:3])=[O:2], predict the reactants needed to synthesize it. The reactants are: [N+:1]([C:4]1[CH:5]=[C:6]2[C:10](=[CH:11][CH:12]=1)[NH:9][CH:8]=[CH:7]2)([O-:3])=[O:2].O[CH2:14][N:15]1[CH2:19][CH:18]([CH2:20][CH2:21][CH3:22])[CH2:17][C:16]1=[O:23]. (4) Given the product [CH2:9]([O:8][C:5]1[CH:6]=[CH:7][C:2]([O:27][B:26]([OH:35])[OH:31])=[C:3]([C:11]([F:14])([F:13])[F:12])[CH:4]=1)[CH3:10], predict the reactants needed to synthesize it. The reactants are: Br[C:2]1[CH:7]=[CH:6][C:5]([O:8][CH2:9][CH3:10])=[CH:4][C:3]=1[C:11]([F:14])([F:13])[F:12].C([Li])CCC.CCCCCC.[B:26]([O:35]C(C)C)([O:31]C(C)C)[O:27]C(C)C.Cl. (5) Given the product [CH2:1]([O:3][C:4](=[O:16])[CH:5]([C:6]1[N:7]([C:11]2[S:12][CH:13]=[CH:14][N:15]=2)[N:8]=[CH:9][CH:10]=1)[CH3:19])[CH3:2], predict the reactants needed to synthesize it. The reactants are: [CH2:1]([O:3][C:4](=[O:16])[CH2:5][C:6]1[N:7]([C:11]2[S:12][CH:13]=[CH:14][N:15]=2)[N:8]=[CH:9][CH:10]=1)[CH3:2].CI.[C:19](=O)([O-])[O-].[Cs+].[Cs+]. (6) Given the product [CH3:12][O:13][C:2]1[CH:3]=[C:4]([OH:11])[CH:5]=[CH:6][C:7]=1[N+:8]([O-:10])=[O:9], predict the reactants needed to synthesize it. The reactants are: F[C:2]1[CH:3]=[C:4]([OH:11])[CH:5]=[CH:6][C:7]=1[N+:8]([O-:10])=[O:9].[CH3:12][OH:13]. (7) Given the product [C:11]([O:10][C:8]([NH:1][C:2]1[CH:7]=[CH:6][N:5]=[CH:4][CH:3]=1)=[O:9])([CH3:14])([CH3:13])[CH3:12], predict the reactants needed to synthesize it. The reactants are: [NH2:1][C:2]1[CH:7]=[CH:6][N:5]=[CH:4][CH:3]=1.[C:8](O[C:8]([O:10][C:11]([CH3:14])([CH3:13])[CH3:12])=[O:9])([O:10][C:11]([CH3:14])([CH3:13])[CH3:12])=[O:9]. (8) Given the product [CH3:1][O:2][C:3]1[CH:8]=[CH:7][N:6]=[C:5]([O:9][C@H:10]2[CH2:11][N:12]([C:61]([C:60]3[CH:59]=[CH:58][S:57][C:56]=3[C:51]3[N:52]=[CH:53][CH:54]=[CH:55][N:50]=3)=[O:62])[C@H:13]([CH3:16])[CH2:14][CH2:15]2)[CH:4]=1, predict the reactants needed to synthesize it. The reactants are: [CH3:1][O:2][C:3]1[CH:8]=[CH:7][N:6]=[C:5]([O:9][C@@H:10]2[CH2:15][CH2:14][C@@H:13]([CH3:16])[NH:12][CH2:11]2)[CH:4]=1.CN(C(ON1N=NC2C=CC=NC1=2)=[N+](C)C)C.F[P-](F)(F)(F)(F)F.CCN(C(C)C)C(C)C.[N:50]1[CH:55]=[CH:54][CH:53]=[N:52][C:51]=1[C:56]1[S:57][CH:58]=[CH:59][C:60]=1[C:61](O)=[O:62]. (9) The reactants are: [CH2:1]([O:3][C:4]([C:6]1[CH:14]=[C:13]([OH:15])[C:9]2[O:10][CH2:11][O:12][C:8]=2[CH:7]=1)=[O:5])[CH3:2].[Cl:16][C:17]1[CH:22]=[C:21]([Cl:23])[CH:20]=[CH:19][C:18]=1[CH2:24][CH2:25]O.C1(P(C2C=CC=CC=2)C2C=CC=CC=2)C=CC=CC=1.CCOC(/N=N/C(OCC)=O)=O. Given the product [CH2:1]([O:3][C:4]([C:6]1[CH:14]=[C:13]([O:15][CH2:25][CH2:24][C:18]2[CH:19]=[CH:20][C:21]([Cl:23])=[CH:22][C:17]=2[Cl:16])[C:9]2[O:10][CH2:11][O:12][C:8]=2[CH:7]=1)=[O:5])[CH3:2], predict the reactants needed to synthesize it. (10) Given the product [Cl:13][CH2:8][C:6]1[CH:5]=[C:4]([F:10])[N:3]=[C:2]([NH2:1])[CH:7]=1, predict the reactants needed to synthesize it. The reactants are: [NH2:1][C:2]1[CH:7]=[C:6]([CH2:8]O)[CH:5]=[C:4]([F:10])[N:3]=1.S(Cl)([Cl:13])=O.